This data is from Peptide-MHC class I binding affinity with 185,985 pairs from IEDB/IMGT. The task is: Regression. Given a peptide amino acid sequence and an MHC pseudo amino acid sequence, predict their binding affinity value. This is MHC class I binding data. (1) The peptide sequence is AELLSCSHL. The MHC is HLA-B40:01 with pseudo-sequence HLA-B40:01. The binding affinity (normalized) is 0.543. (2) The peptide sequence is AHSKAETEA. The MHC is HLA-A03:01 with pseudo-sequence HLA-A03:01. The binding affinity (normalized) is 0.0847. (3) The peptide sequence is FSLPSSSSY. The MHC is HLA-A01:01 with pseudo-sequence HLA-A01:01. The binding affinity (normalized) is 0.452. (4) The peptide sequence is WKFDSRLAL. The MHC is HLA-A24:02 with pseudo-sequence HLA-A24:02. The binding affinity (normalized) is 0.0481. (5) The peptide sequence is IMDEPTSSL. The MHC is HLA-A01:01 with pseudo-sequence HLA-A01:01. The binding affinity (normalized) is 0.116.